Task: Binary Classification. Given a drug SMILES string, predict its activity (active/inactive) in a high-throughput screening assay against a specified biological target.. Dataset: HIV replication inhibition screening data with 41,000+ compounds from the AIDS Antiviral Screen (1) The compound is CC(C)N(C)C(=O)C12C3C4C1C1C2C3C41C#N. The result is 0 (inactive). (2) The compound is O=c1c(Cl)c(Cl)cnn1-c1ccc([N+](=O)[O-])cc1[N+](=O)[O-]. The result is 0 (inactive). (3) The compound is CCOC(=O)c1cc(Cl)cc2c(=O)c3c(O)c4[nH]c5c(C(=O)OCC)cc(Cl)cc5c(=O)c4c(O)c3[nH]c12. The result is 0 (inactive). (4) The drug is NP(N)(=O)Nc1ccccc1. The result is 0 (inactive).